Dataset: Peptide-MHC class I binding affinity with 185,985 pairs from IEDB/IMGT. Task: Regression. Given a peptide amino acid sequence and an MHC pseudo amino acid sequence, predict their binding affinity value. This is MHC class I binding data. The peptide sequence is FSYRMGDVV. The MHC is H-2-Db with pseudo-sequence H-2-Db. The binding affinity (normalized) is 0.695.